From a dataset of Catalyst prediction with 721,799 reactions and 888 catalyst types from USPTO. Predict which catalyst facilitates the given reaction. Reactant: O.[OH-].[Li+].[CH3:4][CH:5]([CH3:39])[CH2:6][CH2:7][C@@H:8]([C:35]([O:37]C)=[O:36])[NH:9][C:10]([C:12]1[C:21]([NH:22][C:23]([NH:25][C:26]2[C:31]([CH3:32])=[CH:30][C:29]([CH3:33])=[CH:28][C:27]=2[CH3:34])=[O:24])=[CH:20][C:19]2[C:14](=[CH:15][CH:16]=[CH:17][CH:18]=2)[CH:13]=1)=[O:11].O.Cl. Product: [CH3:4][CH:5]([CH3:39])[CH2:6][CH2:7][C@@H:8]([C:35]([OH:37])=[O:36])[NH:9][C:10]([C:12]1[C:21]([NH:22][C:23]([NH:25][C:26]2[C:31]([CH3:32])=[CH:30][C:29]([CH3:33])=[CH:28][C:27]=2[CH3:34])=[O:24])=[CH:20][C:19]2[C:14](=[CH:15][CH:16]=[CH:17][CH:18]=2)[CH:13]=1)=[O:11]. The catalyst class is: 12.